From a dataset of Full USPTO retrosynthesis dataset with 1.9M reactions from patents (1976-2016). Predict the reactants needed to synthesize the given product. (1) Given the product [ClH:1].[ClH:1].[NH2:13][CH2:12][CH2:11][N:10]1[C:3]2[C:2]([NH:35][C:34]3[CH:36]=[CH:37][C:31]([O:30][C:29]4[C:24]5[CH:23]=[N:22][S:21][C:25]=5[CH:26]=[CH:27][CH:28]=4)=[C:32]([Br:38])[CH:33]=3)=[N:7][CH:6]=[N:5][C:4]=2[CH:8]=[CH:9]1, predict the reactants needed to synthesize it. The reactants are: [Cl:1][C:2]1[C:3]2[N:10]([CH2:11][CH2:12][NH:13]C(=O)OC(C)(C)C)[CH:9]=[CH:8][C:4]=2[N:5]=[CH:6][N:7]=1.[S:21]1[C:25]2[CH:26]=[CH:27][CH:28]=[C:29]([O:30][C:31]3[CH:37]=[CH:36][C:34]([NH2:35])=[CH:33][C:32]=3[Br:38])[C:24]=2[CH:23]=[N:22]1.C(=O)([O-])O.[Na+]. (2) The reactants are: [OH:1][P:2]([OH:5])([OH:4])=[O:3].O=P12OP3(OP(OP(O3)(O1)=O)(=O)O2)=O.[NH2:20][C:21]1([CH2:40]O)[CH2:25][CH2:24][CH:23]([C:26]2[CH:31]=[CH:30][C:29]([CH2:32][CH2:33][CH2:34][CH2:35][CH2:36][CH2:37][CH2:38][CH3:39])=[CH:28][CH:27]=2)[CH2:22]1. Given the product [P:2]([OH:5])([OH:4])([O:1][CH2:40][C:21]1([NH2:20])[CH2:25][CH2:24][CH:23]([C:26]2[CH:27]=[CH:28][C:29]([CH2:32][CH2:33][CH2:34][CH2:35][CH2:36][CH2:37][CH2:38][CH3:39])=[CH:30][CH:31]=2)[CH2:22]1)=[O:3], predict the reactants needed to synthesize it. (3) Given the product [CH:34]([O:33][C:31]([N:20]1[CH2:21][CH2:22][CH:17]([C:14]2[S:15][CH:16]=[C:12]([CH2:11][O:10][C:9]3[CH:8]=[CH:7][C:6]([S:3]([CH3:2])(=[O:4])=[O:5])=[CH:24][CH:23]=3)[N:13]=2)[CH2:18][CH2:19]1)=[O:32])([CH3:36])[CH3:35], predict the reactants needed to synthesize it. The reactants are: Cl.[CH3:2][S:3]([C:6]1[CH:24]=[CH:23][C:9]([O:10][CH2:11][C:12]2[N:13]=[C:14]([CH:17]3[CH2:22][CH2:21][NH:20][CH2:19][CH2:18]3)[S:15][CH:16]=2)=[CH:8][CH:7]=1)(=[O:5])=[O:4].C1COCC1.Cl[C:31]([O:33][CH:34]([CH3:36])[CH3:35])=[O:32]. (4) Given the product [C:1]([O:5][C:6](=[O:20])[NH:7][C@H:8]([C:17](=[O:19])[NH2:18])[CH2:9][C:10]1[CH:11]=[CH:12][C:13]([O:16][CH2:28][C:29](=[O:31])[CH3:30])=[CH:14][CH:15]=1)([CH3:4])([CH3:2])[CH3:3], predict the reactants needed to synthesize it. The reactants are: [C:1]([O:5][C:6](=[O:20])[NH:7][C@H:8]([C:17](=[O:19])[NH2:18])[CH2:9][C:10]1[CH:15]=[CH:14][C:13]([OH:16])=[CH:12][CH:11]=1)([CH3:4])([CH3:3])[CH3:2].C(=O)([O-])[O-].[K+].[K+].Cl[CH2:28][C:29](=[O:31])[CH3:30].S([O-])(O)(=O)=O.[Na+].